From a dataset of Forward reaction prediction with 1.9M reactions from USPTO patents (1976-2016). Predict the product of the given reaction. Given the reactants C(OC([NH:8][C@@H:9]([CH2:26][C:27]1[CH:32]=[CH:31][CH:30]=[CH:29][CH:28]=1)[C:10]([N:12]([CH3:25])[C@@H:13]([CH:22]([CH3:24])[CH3:23])/[CH:14]=[C:15](\[CH3:21])/[C:16]([O:18][CH2:19][CH3:20])=[O:17])=[O:11])=O)(C)(C)C.[ClH:33], predict the reaction product. The product is: [ClH:33].[NH2:8][C@@H:9]([CH2:26][C:27]1[CH:28]=[CH:29][CH:30]=[CH:31][CH:32]=1)[C:10]([N:12]([CH3:25])[C@@H:13]([CH:22]([CH3:23])[CH3:24])/[CH:14]=[C:15](\[CH3:21])/[C:16]([O:18][CH2:19][CH3:20])=[O:17])=[O:11].